Dataset: Reaction yield outcomes from USPTO patents with 853,638 reactions. Task: Predict the reaction yield, written as a fraction of the theoretical maximum amount of product (1.0 means a 100% yield; for example, 0.34 means a 34% yield). (1) The reactants are Cl[C:2]1[N:7]=[C:6]([C:8]2[N:12]3[CH:13]=[C:14]([F:17])[CH:15]=[CH:16][C:11]3=[N:10][CH:9]=2)[N:5]=[C:4]([NH:18][C@@H:19]2[CH2:24][CH2:23][CH2:22][N:21]([C:25]([O:27][C:28]([CH3:31])([CH3:30])[CH3:29])=[O:26])[CH2:20]2)[CH:3]=1.[CH3:32][O:33][CH2:34][CH2:35][OH:36].[H-].[Na+].FC1C=CC2N(C(C3N=C(N[C@@H]4CCCN(C(OC(C)(C)C)=O)C4)C=C(OCCN4CCOCC4)N=3)=CN=2)C=1. No catalyst specified. The product is [F:17][C:14]1[CH:15]=[CH:16][C:11]2[N:12]([C:8]([C:6]3[N:5]=[C:4]([NH:18][C@@H:19]4[CH2:24][CH2:23][CH2:22][N:21]([C:25]([O:27][C:28]([CH3:31])([CH3:30])[CH3:29])=[O:26])[CH2:20]4)[CH:3]=[C:2]([O:36][CH2:35][CH2:34][O:33][CH3:32])[N:7]=3)=[CH:9][N:10]=2)[CH:13]=1. The yield is 0.290. (2) The product is [O:19]=[C:13]1[CH:12]([N:5]2[C:4](=[O:20])[C:3]3[C:7](=[CH:8][CH:9]=[CH:10][C:2]=3[NH:1][C:26](=[O:27])[C:25]3[CH:29]=[CH:30][C:22]([F:21])=[CH:23][CH:24]=3)[C:6]2=[O:11])[CH2:17][CH2:16][C:15](=[O:18])[NH:14]1. The catalyst is C1COCC1. The reactants are [NH2:1][C:2]1[CH:10]=[CH:9][CH:8]=[C:7]2[C:3]=1[C:4](=[O:20])[N:5]([CH:12]1[CH2:17][CH2:16][C:15](=[O:18])[NH:14][C:13]1=[O:19])[C:6]2=[O:11].[F:21][C:22]1[CH:30]=[CH:29][C:25]([C:26](Cl)=[O:27])=[CH:24][CH:23]=1.CO. The yield is 0.770. (3) The reactants are CC([O-])(C)C.[K+].CC1C=CC(S([CH2:17][N+:18]#[C-])(=O)=O)=CC=1.[CH2:20]([O:27][C:28]1[CH:29]=[C:30]([CH:33]=[CH:34][C:35]=1[O:36][CH3:37])[CH:31]=O)[C:21]1[CH:26]=[CH:25][CH:24]=[CH:23][CH:22]=1.CO. The catalyst is C1COCC1.O. The product is [CH2:20]([O:27][C:28]1[CH:29]=[C:30]([CH2:31][C:17]#[N:18])[CH:33]=[CH:34][C:35]=1[O:36][CH3:37])[C:21]1[CH:26]=[CH:25][CH:24]=[CH:23][CH:22]=1. The yield is 0.480.